Dataset: Reaction yield outcomes from USPTO patents with 853,638 reactions. Task: Predict the reaction yield, written as a fraction of the theoretical maximum amount of product (1.0 means a 100% yield; for example, 0.34 means a 34% yield). (1) The reactants are [N:1]1[C:10]2[C:5](=[CH:6][C:7]([NH:11][C:12](=[O:14])[CH3:13])=[CH:8][CH:9]=2)[N:4]=[CH:3][CH:2]=1.[H-].[Na+].I[CH3:18].O. The catalyst is C1COCC1. The product is [CH3:18][N:11]([C:7]1[CH:6]=[C:5]2[C:10](=[CH:9][CH:8]=1)[N:1]=[CH:2][CH:3]=[N:4]2)[C:12](=[O:14])[CH3:13]. The yield is 0.930. (2) The reactants are [Cl:1][C:2]1[CH:3]=[N:4][N:5]([CH3:17])[C:6]=1[C:7]1[CH:8]=[C:9]([C:14]([OH:16])=O)[S:10][C:11]=1[CH2:12][CH3:13].C(N(CC)C(C)C)(C)C.[NH2:27][C@@H:28]([CH2:41][C:42]1[CH:47]=[CH:46][CH:45]=[CH:44][C:43]=1[C:48]([F:51])([F:50])[F:49])[CH2:29][N:30]1[C:38](=[O:39])[C:37]2[C:32](=[CH:33][CH:34]=[CH:35][CH:36]=2)[C:31]1=[O:40].F[P-](F)(F)(F)(F)F.Br[P+](N1CCCC1)(N1CCCC1)N1CCCC1. The catalyst is C(Cl)Cl. The product is [Cl:1][C:2]1[CH:3]=[N:4][N:5]([CH3:17])[C:6]=1[C:7]1[CH:8]=[C:9]([C:14]([NH:27][C@@H:28]([CH2:41][C:42]2[CH:47]=[CH:46][CH:45]=[CH:44][C:43]=2[C:48]([F:51])([F:49])[F:50])[CH2:29][N:30]2[C:38](=[O:39])[C:37]3[C:32](=[CH:33][CH:34]=[CH:35][CH:36]=3)[C:31]2=[O:40])=[O:16])[S:10][C:11]=1[CH2:12][CH3:13]. The yield is 0.710. (3) The reactants are [H-].[Al+3].[Li+].[H-].[H-].[H-].[I:7][C:8]1[CH:9]=[C:10]2[C:14](=[CH:15][CH:16]=1)[N:13]([CH:17]1[CH2:22][CH2:21][CH2:20][CH2:19][O:18]1)[N:12]=[C:11]2[C:23](N(OC)C)=[O:24]. The catalyst is C1COCC1. The product is [I:7][C:8]1[CH:9]=[C:10]2[C:14](=[CH:15][CH:16]=1)[N:13]([CH:17]1[CH2:22][CH2:21][CH2:20][CH2:19][O:18]1)[N:12]=[C:11]2[CH:23]=[O:24]. The yield is 0.720. (4) The reactants are [C:1]([O:5][C:6]([N:8]1[CH2:12][CH:11]([OH:13])[CH2:10][CH:9]1[C:14]1[N:15]([CH2:26][O:27][CH2:28][CH2:29][Si:30]([CH3:33])([CH3:32])[CH3:31])[CH:16]=[C:17]([C:19]2[CH:24]=[CH:23][C:22]([Br:25])=[CH:21][CH:20]=2)[N:18]=1)=[O:7])([CH3:4])([CH3:3])[CH3:2].[H-].[Na+].Br[CH2:37][CH2:38][O:39][CH3:40]. The catalyst is CN(C=O)C. The product is [C:1]([O:5][C:6]([N:8]1[CH2:12][CH:11]([O:13][CH2:37][CH2:38][O:39][CH3:40])[CH2:10][CH:9]1[C:14]1[N:15]([CH2:26][O:27][CH2:28][CH2:29][Si:30]([CH3:33])([CH3:32])[CH3:31])[CH:16]=[C:17]([C:19]2[CH:20]=[CH:21][C:22]([Br:25])=[CH:23][CH:24]=2)[N:18]=1)=[O:7])([CH3:4])([CH3:3])[CH3:2]. The yield is 0.850. (5) The reactants are [ClH:1].[Cl:2][CH2:3][CH2:4][NH:5][CH2:6][CH2:7]Cl.[F:9][C:10]1[CH:16]=[CH:15][C:13]([NH2:14])=[C:12]([CH3:17])[CH:11]=1. The catalyst is CC(O)C. The product is [ClH:2].[ClH:1].[F:9][C:10]1[CH:16]=[CH:15][C:13]([N:14]2[CH2:7][CH2:6][NH:5][CH2:4][CH2:3]2)=[C:12]([CH3:17])[CH:11]=1. The yield is 0.0560. (6) The reactants are [Cl:1][C:2]1[CH:3]=[C:4]([CH:8]=[CH:9][CH:10]=1)/[CH:5]=[N:6]\[OH:7].[ClH:11].OS([O-])(=O)=O.OS(O[O-])(=O)=O.OS(O[O-])(=O)=O.[O-]S([O-])(=O)=O.[K+].[K+].[K+].[K+].[K+]. The catalyst is CN(C=O)C. The product is [OH:7]/[N:6]=[C:5](\[Cl:11])/[C:4]1[CH:8]=[CH:9][CH:10]=[C:2]([Cl:1])[CH:3]=1. The yield is 1.00.